This data is from Forward reaction prediction with 1.9M reactions from USPTO patents (1976-2016). The task is: Predict the product of the given reaction. (1) Given the reactants C(OC([NH:8][C@H:9]([C:14]([NH:16][C@H:17]1[C@@H:24]2[C@@H:20]([CH2:21][N:22]([CH2:25][C:26]3[CH:31]=[CH:30][CH:29]=[C:28]([C:32]([F:35])([F:34])[F:33])[CH:27]=3)[CH2:23]2)[CH2:19][CH2:18]1)=[O:15])[CH2:10][CH:11]([CH3:13])[CH3:12])=O)(C)(C)C, predict the reaction product. The product is: [F:34][C:32]([F:33])([F:35])[C:28]1[CH:27]=[C:26]([CH:31]=[CH:30][CH:29]=1)[CH2:25][N:22]1[CH2:23][C@H:24]2[C@@H:17]([NH:16][C:14](=[O:15])[C@H:9]([CH2:10][CH:11]([CH3:12])[CH3:13])[NH2:8])[CH2:18][CH2:19][C@H:20]2[CH2:21]1. (2) Given the reactants [CH2:1]([C:3]1[N:8]=[C:7]2[N:9]([CH:13]([CH2:16][CH3:17])[CH2:14][CH3:15])[N:10]=[C:11]([CH3:12])[C:6]2=[N:5][C:4]=1[C:18]1[C:19](OS(C(F)(F)F)(=O)=O)=[N:20][C:21]([CH:24]([CH3:26])[CH3:25])=[CH:22][CH:23]=1)[CH3:2].[CH3:35][NH:36][CH3:37].O, predict the reaction product. The product is: [CH2:1]([C:3]1[N:8]=[C:7]2[N:9]([CH:13]([CH2:16][CH3:17])[CH2:14][CH3:15])[N:10]=[C:11]([CH3:12])[C:6]2=[N:5][C:4]=1[C:18]1[C:19]([N:36]([CH3:37])[CH3:35])=[N:20][C:21]([CH:24]([CH3:26])[CH3:25])=[CH:22][CH:23]=1)[CH3:2]. (3) Given the reactants C1(P(C2C=CC=CC=2)C2C=CC=CC=2)C=CC=CC=1.[C:20]([O:23][CH2:24][C:25]([NH:27][C:28]1[CH:33]=[CH:32][C:31]([C:34]([F:37])([F:36])[F:35])=[C:30]([C:38]#[N:39])[CH:29]=1)=O)(=[O:22])[CH3:21].C[Si]([N:44]=[N+:45]=[N-:46])(C)C, predict the reaction product. The product is: [C:20]([O:23][CH2:24][C:25]1[N:27]([C:28]2[CH:33]=[CH:32][C:31]([C:34]([F:37])([F:36])[F:35])=[C:30]([C:38]#[N:39])[CH:29]=2)[N:46]=[N:45][N:44]=1)(=[O:22])[CH3:21]. (4) Given the reactants [CH3:1][C:2]1[C:3]([N:8](COCCOC)[S:9]([C:12]2[S:13][C:14]([CH3:40])=[CH:15][C:16]=2[C:17]2[CH:22]=[CH:21][C:20]([CH2:23][O:24][C:25]3[CH:30]=[C:29]([CH3:31])[N:28]=[C:27]([CH3:32])[C:26]=3[C:33](=[O:35])[CH3:34])=[CH:19][C:18]=2[CH2:36][O:37][CH2:38][CH3:39])(=[O:11])=[O:10])=[N:4][O:5][C:6]=1[CH3:7].C(O)C.Cl.C(=O)(O)[O-].[Na+], predict the reaction product. The product is: [CH3:1][C:2]1[C:3]([NH:8][S:9]([C:12]2[S:13][C:14]([CH3:40])=[CH:15][C:16]=2[C:17]2[CH:22]=[CH:21][C:20]([CH2:23][O:24][C:25]3[CH:30]=[C:29]([CH3:31])[N:28]=[C:27]([CH3:32])[C:26]=3[C:33](=[O:35])[CH3:34])=[CH:19][C:18]=2[CH2:36][O:37][CH2:38][CH3:39])(=[O:11])=[O:10])=[N:4][O:5][C:6]=1[CH3:7]. (5) Given the reactants [NH2:1][C:2]1[CH:7]=[CH:6][CH:5]=[C:4](Cl)[N:3]=1.C([C:11]1[CH:15]=[CH:14][N:13]([C:16]([O:18][C:19]([CH3:22])([CH3:21])[CH3:20])=[O:17])[C:12]=1B(O)O)C, predict the reaction product. The product is: [NH2:1][C:2]1[N:3]=[C:4]([C:12]2[N:13]([C:16]([O:18][C:19]([CH3:22])([CH3:21])[CH3:20])=[O:17])[CH:14]=[CH:15][CH:11]=2)[CH:5]=[CH:6][CH:7]=1. (6) Given the reactants Cl.[CH:2]([C@H:5]1[NH:10][CH2:9][CH2:8][NH:7][C:6]1=[O:11])([CH3:4])[CH3:3].CCN(C(C)C)C(C)C.Cl[C:22]1[N:27]=[C:26]([C:28]([F:31])([F:30])[F:29])[CH:25]=[CH:24][N:23]=1.[NH4+].[Cl-], predict the reaction product. The product is: [CH:2]([C@H:5]1[N:10]([C:22]2[N:27]=[C:26]([C:28]([F:31])([F:30])[F:29])[CH:25]=[CH:24][N:23]=2)[CH2:9][CH2:8][NH:7][C:6]1=[O:11])([CH3:4])[CH3:3]. (7) Given the reactants [C:1](OC(=O)C)(=[O:3])C.C(O)=O.[NH2:11][C:12]1[CH:13]=[C:14]([F:22])[CH:15]=[C:16]2[C:20]=1[NH:19][C:18](=[O:21])[CH2:17]2.N1CCCCC1, predict the reaction product. The product is: [F:22][C:14]1[CH:13]=[C:12]([NH:11][CH:1]=[O:3])[C:20]2[C:16](=[CH:17][C:18](=[O:21])[N:19]=2)[CH:15]=1.